From a dataset of Catalyst prediction with 721,799 reactions and 888 catalyst types from USPTO. Predict which catalyst facilitates the given reaction. (1) Reactant: COCCCC[N:7]1[CH:11]=[CH:10][CH:9]=[C:8]1[C:12]([O:14][CH3:15])=[O:13].[Br:16]N1C(=O)CCC1=O. Product: [Br:16][C:11]1[NH:7][C:8]([C:12]([O:14][CH3:15])=[O:13])=[CH:9][CH:10]=1. The catalyst class is: 4. (2) Reactant: [N+:1]([C:4]1[CH:9]=[C:8]([C:10]([F:13])([F:12])[F:11])[CH:7]=[C:6]([N+:14]([O-])=O)[C:5]=1[NH:17][CH3:18])([O-])=O.C(O)(=O)C. Product: [CH3:18][NH:17][C:5]1[C:4]([NH2:1])=[CH:9][C:8]([C:10]([F:11])([F:13])[F:12])=[CH:7][C:6]=1[NH2:14]. The catalyst class is: 679. (3) Reactant: [OH:1][C:2]1[C:11]2[C:10](=[O:12])[C:9]([O:13][CH3:14])=[CH:8][C:7](=[O:15])[C:6]=2[C:5]([OH:16])=[C:4]2[C:17](=[O:37])[C@:18]3([C:32]4[C:31]([OH:33])=[C:30]5[C:25]([CH:26]=[C:27]([CH:35]=O)[NH:28][C:29]5=[O:34])=[CH:24][C:23]=4[CH2:22][CH2:21]3)[C:19](=[O:20])[C:3]=12.[Cl-].[CH3:39][O:40][NH3+:41].N1C=CC=CC=1.O. Product: [CH3:39][O:40][N:41]=[CH:35][C:27]1[NH:28][C:29](=[O:34])[C:30]2[C:25]([CH:26]=1)=[CH:24][C:23]1[CH2:22][CH2:21][C@@:18]3([C:17](=[O:37])[C:4]4=[C:5]([OH:16])[C:6]5[C:7](=[O:15])[CH:8]=[C:9]([O:13][CH3:14])[C:10](=[O:12])[C:11]=5[C:2]([OH:1])=[C:3]4[C:19]3=[O:20])[C:32]=1[C:31]=2[OH:33]. The catalyst class is: 3. (4) Reactant: [O:1]1CCC[CH2:2]1.C([N-]C(C)C)(C)C.[Li+].C1CCCCC1.[Cl:20][C:21]1[CH:30]=[CH:29][C:28]2[C:23](=[C:24]([O:31][CH3:32])[CH:25]=[CH:26][CH:27]=2)[N:22]=1.CN(C=O)C. The catalyst class is: 1. Product: [Cl:20][C:21]1[C:30]([CH:2]=[O:1])=[CH:29][C:28]2[C:23](=[C:24]([O:31][CH3:32])[CH:25]=[CH:26][CH:27]=2)[N:22]=1. (5) Reactant: [CH3:1][C:2]1[CH:3]=[C:4]([CH3:13])[C:5]2[O:10][CH2:9][C:8](=[O:11])[NH:7][C:6]=2[CH:12]=1.C(=O)([O-])[O-].[K+].[K+].[C:20]([O:24][CH3:25])(=[O:23])[CH:21]=[CH2:22].C(OCC)(=O)C. Product: [CH3:25][O:24][C:20](=[O:23])[CH2:21][CH2:22][N:7]1[C:6]2[CH:12]=[C:2]([CH3:1])[CH:3]=[C:4]([CH3:13])[C:5]=2[O:10][CH2:9][C:8]1=[O:11]. The catalyst class is: 35. (6) Reactant: [C:1]1([C:7]2[N:12]=[CH:11][C:10]([NH2:13])=[CH:9][CH:8]=2)[CH:6]=[CH:5][CH:4]=[CH:3][CH:2]=1.[Br:14]N1C(=O)CCC1=O. Product: [Br:14][C:11]1[C:10]([NH2:13])=[CH:9][CH:8]=[C:7]([C:1]2[CH:2]=[CH:3][CH:4]=[CH:5][CH:6]=2)[N:12]=1. The catalyst class is: 18. (7) The catalyst class is: 1. Product: [Cl:1][C:2]1[CH:3]=[C:4]([CH3:26])[C:5]([O:6][C:7]2[N:15]=[C:14]([CH3:16])[CH:13]=[C:12]([N:17]3[C@@H:18]([CH2:19][CH3:20])[CH2:21][O:30][C:31]3=[O:37])[C:8]=2[C:40]#[N:41])=[C:23]([CH3:25])[CH:24]=1. Reactant: [Cl:1][C:2]1[CH:24]=[C:23]([CH3:25])[C:5]([O:6][C:7]2[N:15]=[C:14]([CH3:16])[CH:13]=[C:12]([NH:17][CH:18]([CH2:21]O)[CH2:19][CH3:20])[C:8]=2C(O)=O)=[C:4]([CH3:26])[CH:3]=1.ClC(Cl)([O:30][C:31](=[O:37])OC(Cl)(Cl)Cl)Cl.C[CH2:40][N:41](CC)CC.